This data is from Forward reaction prediction with 1.9M reactions from USPTO patents (1976-2016). The task is: Predict the product of the given reaction. (1) Given the reactants [CH3:1][S:2]([C:5]1[CH:6]=[C:7]2[C:11](=[CH:12][CH:13]=1)[NH:10][CH2:9][CH2:8]2)(=[O:4])=[O:3].ClC1C(=O)C(C#N)=C(C#N)C(=O)C=1Cl, predict the reaction product. The product is: [CH3:1][S:2]([C:5]1[CH:6]=[C:7]2[C:11](=[CH:12][CH:13]=1)[NH:10][CH:9]=[CH:8]2)(=[O:4])=[O:3]. (2) Given the reactants [Si]([O:8][C:9]1[CH:10]=[C:11]2[C:16](=[CH:17][CH:18]=1)[CH2:15][CH:14]([C:19]1C=C[C:22]([O:25][CH3:26])=[CH:21][C:20]=1CCN)[CH2:13][CH2:12]2)(C(C)(C)C)(C)C.Cl.[N:31]1([CH2:38][C:39]2[CH:47]=[CH:46][C:42]([C:43](O)=O)=[CH:41][CH:40]=2)[CH2:37][CH2:36][CH2:35][CH2:34][CH2:33][CH2:32]1.[N:48]1(CC2C=C[C:50]([CH2:49][NH:48][CH2:54][CH2:53]C3C=C(OC)C=CC=3C3CCC4C(=CC=C(O[Si](C(C)(C)C)(C)C)C=4)C3)=CC=2)[CH2:54][CH2:53]CC[CH2:50][CH2:49]1, predict the reaction product. The product is: [N:31]1([CH2:38][C:39]2[CH:47]=[CH:46][C:42]([CH2:43][CH2:53][CH2:54][NH:48][C:49]3[CH:50]=[C:22]([O:25][CH3:26])[CH:21]=[CH:20][C:19]=3[CH:14]3[CH2:13][CH2:12][C:11]4[CH:10]=[C:9]([OH:8])[CH:18]=[CH:17][C:16]=4[CH2:15]3)=[CH:41][CH:40]=2)[CH2:37][CH2:36][CH2:35][CH2:34][CH2:33][CH2:32]1. (3) Given the reactants [C:1]1([CH:7]([C:19]2[CH:24]=[CH:23][CH:22]=[CH:21][CH:20]=2)[O:8][CH:9]2[CH2:14][CH2:13][N:12]([CH2:15][CH2:16][CH2:17][OH:18])[CH2:11][CH2:10]2)[CH:6]=[CH:5][CH:4]=[CH:3][CH:2]=1.CC(C)([O-])C.[Na+].[C:31]([C:35]1[N:39]2[N:40]=[C:41](Cl)[CH:42]=[CH:43][C:38]2=[N:37][N:36]=1)([CH3:34])([CH3:33])[CH3:32], predict the reaction product. The product is: [C:31]([C:35]1[N:39]2[N:40]=[C:41]([O:18][CH2:17][CH2:16][CH2:15][N:12]3[CH2:13][CH2:14][CH:9]([O:8][CH:7]([C:1]4[CH:2]=[CH:3][CH:4]=[CH:5][CH:6]=4)[C:19]4[CH:24]=[CH:23][CH:22]=[CH:21][CH:20]=4)[CH2:10][CH2:11]3)[CH:42]=[CH:43][C:38]2=[N:37][N:36]=1)([CH3:34])([CH3:32])[CH3:33]. (4) Given the reactants [OH:1][C@H:2]1[CH2:6][N:5]([CH2:7][C:8]2[CH:13]=[CH:12][CH:11]=[C:10]([C:14]([F:17])([F:16])[F:15])[CH:9]=2)[C@@H:4]([C:18]([O-:20])=O)[CH2:3]1.[Li+].Cl.[NH2:23][C:24]1([C:27]2[CH:36]=[CH:35][C:30]([C:31]([O:33][CH3:34])=[O:32])=[CH:29][CH:28]=2)C[CH2:25]1, predict the reaction product. The product is: [OH:1][C@H:2]1[CH2:6][N:5]([CH2:7][C:8]2[CH:13]=[CH:12][CH:11]=[C:10]([C:14]([F:15])([F:16])[F:17])[CH:9]=2)[C@@H:4]([C:18]([NH:23][C@H:24]([C:27]2[CH:36]=[CH:35][C:30]([C:31]([O:33][CH3:34])=[O:32])=[CH:29][CH:28]=2)[CH3:25])=[O:20])[CH2:3]1. (5) Given the reactants N[C:2]1[CH:3]=[C:4]2[C:9](=[CH:10][CH:11]=1)[C:8](=[O:12])[CH2:7][CH2:6][CH2:5]2.S(=O)(=O)(O)O.N([O-])=O.[Na+].[I-:22].[Na+], predict the reaction product. The product is: [I:22][C:2]1[CH:3]=[C:4]2[C:9](=[CH:10][CH:11]=1)[C:8](=[O:12])[CH2:7][CH2:6][CH2:5]2. (6) Given the reactants [F:1][C:2]([F:31])([F:30])[C:3]1[CH:4]=[C:5]([NH:9][C:10](=[O:29])[NH:11][C:12]2[CH:17]=[CH:16][C:15]([C:18]3[S:22][C:21]([CH2:23]CC(OC)=O)=[N:20][CH:19]=3)=[CH:14][CH:13]=2)[CH:6]=[CH:7][CH:8]=1.NC1C=CC(C2SC(C[CH2:45][C:46]([CH3:52])([CH3:51])[C:47]([O:49][CH3:50])=[O:48])=NC=2)=CC=1.N(C1C=CC=C(C(F)(F)F)C=1)=C=O, predict the reaction product. The product is: [CH3:45][C:46]([CH3:52])([CH2:51][CH2:23][C:21]1[S:22][C:18]([C:15]2[CH:16]=[CH:17][C:12]([NH:11][C:10]([NH:9][C:5]3[CH:6]=[CH:7][CH:8]=[C:3]([C:2]([F:1])([F:30])[F:31])[CH:4]=3)=[O:29])=[CH:13][CH:14]=2)=[CH:19][N:20]=1)[C:47]([O:49][CH3:50])=[O:48]. (7) Given the reactants [CH3:1][N:2]1[C:6]([N:7]2[CH2:13][CH2:12]C[CH2:10][CH2:9][C:8]2=[O:14])=[C:5]([N+:15]([O-:17])=[O:16])[CH:4]=[N:3]1.BrC1N(C)N=CC=1[N+]([O-])=O.O=C1CC[N:33]([C:36]([O:38][C:39]([CH3:42])([CH3:41])[CH3:40])=[O:37])CCN1, predict the reaction product. The product is: [CH3:1][N:2]1[C:6]([N:7]2[C:8](=[O:14])[CH2:9][CH2:10][N:33]([C:36]([O:38][C:39]([CH3:42])([CH3:41])[CH3:40])=[O:37])[CH2:12][CH2:13]2)=[C:5]([N+:15]([O-:17])=[O:16])[CH:4]=[N:3]1.